This data is from Forward reaction prediction with 1.9M reactions from USPTO patents (1976-2016). The task is: Predict the product of the given reaction. (1) Given the reactants [Cl:1][C:2]1[CH:7]=[CH:6][C:5]([C:8]2[N:9]=[C:10]([C:20](O)=[O:21])[S:11][C:12]=2[C:13]2[CH:18]=[CH:17][C:16]([Cl:19])=[CH:15][CH:14]=2)=[CH:4][CH:3]=1.S(Cl)(Cl)=O.[NH2:27][C:28]1[CH:33]=[CH:32][N:31]=[CH:30][CH:29]=1.C(N(CC)CC)C, predict the reaction product. The product is: [N:31]1[CH:32]=[CH:33][C:28]([NH:27][C:20]([C:10]2[S:11][C:12]([C:13]3[CH:14]=[CH:15][C:16]([Cl:19])=[CH:17][CH:18]=3)=[C:8]([C:5]3[CH:6]=[CH:7][C:2]([Cl:1])=[CH:3][CH:4]=3)[N:9]=2)=[O:21])=[CH:29][CH:30]=1. (2) Given the reactants Cl[C:2]1[N:3]=[C:4]([NH:14][CH2:15][CH2:16][C:17]2[CH:22]=[CH:21][CH:20]=[CH:19][CH:18]=2)[C:5](=[O:13])[N:6]([CH2:9][C:10]([OH:12])=[O:11])[C:7]=1[CH3:8].[OH-].[K+], predict the reaction product. The product is: [CH3:8][C:7]1[N:6]([CH2:9][C:10]([OH:12])=[O:11])[C:5](=[O:13])[C:4]([NH:14][CH2:15][CH2:16][C:17]2[CH:18]=[CH:19][CH:20]=[CH:21][CH:22]=2)=[N:3][CH:2]=1.